This data is from Peptide-MHC class II binding affinity with 134,281 pairs from IEDB. The task is: Regression. Given a peptide amino acid sequence and an MHC pseudo amino acid sequence, predict their binding affinity value. This is MHC class II binding data. (1) The peptide sequence is VIPEWCCRSCTMPPV. The MHC is DRB1_0901 with pseudo-sequence DRB1_0901. The binding affinity (normalized) is 0.650. (2) The peptide sequence is LVDANGTLHDKKSMG. The MHC is HLA-DQA10401-DQB10402 with pseudo-sequence HLA-DQA10401-DQB10402. The binding affinity (normalized) is 0. (3) The peptide sequence is AAATAGTTVMGAFAA. The MHC is HLA-DPA10103-DPB10601 with pseudo-sequence HLA-DPA10103-DPB10601. The binding affinity (normalized) is 0. (4) The peptide sequence is YFIMAYVNQAHHIQL. The MHC is DRB4_0101 with pseudo-sequence DRB4_0103. The binding affinity (normalized) is 0.601. (5) The peptide sequence is FLCLFLLPSLATVAY. The MHC is DRB1_1501 with pseudo-sequence DRB1_1501. The binding affinity (normalized) is 0.681. (6) The peptide sequence is GRHLIFCHSKRKCDELATKL. The MHC is DRB1_0901 with pseudo-sequence DRB1_0901. The binding affinity (normalized) is 0. (7) The peptide sequence is AAATAGRTVYGAFAA. The MHC is HLA-DQA10102-DQB10602 with pseudo-sequence HLA-DQA10102-DQB10602. The binding affinity (normalized) is 0.537. (8) The peptide sequence is LKQATTAPCAVMDIT. The MHC is DRB1_0401 with pseudo-sequence DRB1_0401. The binding affinity (normalized) is 0.180.